From a dataset of Catalyst prediction with 721,799 reactions and 888 catalyst types from USPTO. Predict which catalyst facilitates the given reaction. (1) Reactant: [C:1]1([CH3:18])[CH:6]=[CH:5][CH:4]=[C:3]([N:7]2[C:11]3[CH:12]=[C:13]([C:16]#[N:17])[CH:14]=[CH:15][C:10]=3[N:9]=[CH:8]2)[CH:2]=1.[I:19][CH3:20]. Product: [I-:19].[C:16]([C:13]1[CH:14]=[CH:15][C:10]2[N+:9]([CH3:20])=[CH:8][N:7]([C:3]3[CH:2]=[C:1]([CH3:18])[CH:6]=[CH:5][CH:4]=3)[C:11]=2[CH:12]=1)#[N:17]. The catalyst class is: 23. (2) Reactant: [H-].[H-].[H-].[H-].[Li+].[Al+3].C[O:8][C:9](=O)[C:10]1[CH:15]=[CH:14][CH:13]=[C:12]([CH2:16][N:17]2[CH:21]=[C:20]([C:22]3[CH:27]=[CH:26][CH:25]=[CH:24][CH:23]=3)[N:19]=[N:18]2)[CH:11]=1. Product: [C:22]1([C:20]2[N:19]=[N:18][N:17]([CH2:16][C:12]3[CH:11]=[C:10]([CH2:9][OH:8])[CH:15]=[CH:14][CH:13]=3)[CH:21]=2)[CH:27]=[CH:26][CH:25]=[CH:24][CH:23]=1. The catalyst class is: 1. (3) Reactant: [CH3:1][O:2][C:3]1[C:4]([NH2:21])=[CH:5][C:6]2[CH:12]([CH3:13])[CH2:11][N:10]([C:14](=[O:19])[C:15]([F:18])([F:17])[F:16])[CH2:9][CH2:8][C:7]=2[N:20]=1.[CH:22](=O)[CH3:23]. Product: [CH2:22]([NH:21][C:4]1[C:3]([O:2][CH3:1])=[N:20][C:7]2[CH2:8][CH2:9][N:10]([C:14](=[O:19])[C:15]([F:18])([F:16])[F:17])[CH2:11][CH:12]([CH3:13])[C:6]=2[CH:5]=1)[CH3:23]. The catalyst class is: 50. (4) Reactant: [C:1]([C:5]1[CH:6]=[C:7]([CH:10]=[CH:11][CH:12]=1)[C:8]#[N:9])([CH3:4])([CH3:3])[CH3:2].N. Product: [C:1]([C:5]1[CH:6]=[C:7]([CH:10]=[CH:11][CH:12]=1)[CH2:8][NH2:9])([CH3:4])([CH3:2])[CH3:3]. The catalyst class is: 181. (5) Reactant: [CH3:1][C:2]([N+:16]([O-])=O)([CH3:15])[CH2:3][CH2:4][N:5]1[C:9]2[CH:10]=[CH:11][CH:12]=[CH:13][C:8]=2[O:7][C:6]1=[O:14]. Product: [NH2:16][C:2]([CH3:15])([CH3:1])[CH2:3][CH2:4][N:5]1[C:9]2[CH:10]=[CH:11][CH:12]=[CH:13][C:8]=2[O:7][C:6]1=[O:14]. The catalyst class is: 171. (6) The catalyst class is: 7. Product: [NH:57]1[C:56]([C:52]2[CH:51]=[C:50]3[C:55](=[CH:54][CH:53]=2)[NH:47][N:48]=[C:49]3[C:80]2[CH:81]=[CH:82][CH:83]=[C:84]([O:28][CH2:27][CH2:26][N:23]3[CH2:24][CH2:25][O:20][CH2:21][CH2:22]3)[CH:85]=2)=[N:60][CH:59]=[N:58]1. Reactant: C1(P(C2C=CC=CC=2)C2C=CC=CC=2)C=CC=CC=1.[O:20]1[CH2:25][CH2:24][N:23]([CH2:26][CH2:27][OH:28])[CH2:22][CH2:21]1.CCOC(/N=N/C(OCC)=O)=O.O1CCCCC1[N:47]1[C:55]2[C:50](=[CH:51][C:52]([C:56]3[N:60]=[CH:59][N:58](C(C4C=CC=CC=4)(C4C=CC=CC=4)C4C=CC=CC=4)[N:57]=3)=[CH:53][CH:54]=2)[C:49]([C:80]2[CH:81]=[C:82](O)[CH:83]=[CH:84][CH:85]=2)=[N:48]1.Cl. (7) Product: [ClH:36].[C:24]1([C:20]2[S:19][C:18]3=[N:17][C:16]([NH:15][C:14]([C@@H:9]4[CH2:10][O:11][CH2:12][CH2:13][NH:8]4)=[O:30])=[CH:23][N:22]3[CH:21]=2)[CH:25]=[CH:26][CH:27]=[CH:28][CH:29]=1. The catalyst class is: 12. Reactant: C(OC([N:8]1[CH2:13][CH2:12][O:11][CH2:10][C@H:9]1[C:14](=[O:30])[NH:15][C:16]1[N:17]=[C:18]2[N:22]([CH:23]=1)[CH:21]=[C:20]([C:24]1[CH:29]=[CH:28][CH:27]=[CH:26][CH:25]=1)[S:19]2)=O)(C)(C)C.O1CCCC1.[ClH:36].[SiH](CC)(CC)CC. (8) Reactant: [C:1]([N:8]1[CH2:13][CH2:12][NH:11][CH:10]([CH2:14][C:15](OC)=[O:16])[CH2:9]1)([O:3][C:4]([CH3:7])([CH3:6])[CH3:5])=[O:2].[BH4-].[Na+]. Product: [C:4]([O:3][C:1]([N:8]1[CH2:13][CH2:12][NH:11][CH:10]([CH2:14][CH2:15][OH:16])[CH2:9]1)=[O:2])([CH3:7])([CH3:6])[CH3:5]. The catalyst class is: 5. (9) Reactant: B1([C:10]2[CH:15]=[CH:14][CH:13]=[C:12]([S:16]([NH2:19])(=[O:18])=[O:17])[CH:11]=2)OC(C)(C)C(C)(C)O1.I[C:21]1[C:29]2[C:24](=[N:25][CH:26]=[N:27][C:28]=2[NH2:30])[N:23]([CH:31]([CH3:33])[CH3:32])[N:22]=1.C([O-])([O-])=O.[Na+].[Na+]. Product: [NH2:30][C:28]1[N:27]=[CH:26][N:25]=[C:24]2[N:23]([CH:31]([CH3:33])[CH3:32])[N:22]=[C:21]([C:10]3[CH:11]=[C:12]([S:16]([NH2:19])(=[O:17])=[O:18])[CH:13]=[CH:14][CH:15]=3)[C:29]=12. The catalyst class is: 414. (10) The catalyst class is: 22. Product: [Br:13][C:6]1[N:2]([CH3:1])[C:3]([C:8]([O:10][CH2:11][CH3:12])=[O:9])=[CH:4][C:5]=1[CH3:7]. Reactant: [CH3:1][N:2]1[CH:6]=[C:5]([CH3:7])[CH:4]=[C:3]1[C:8]([O:10][CH2:11][CH3:12])=[O:9].[Br:13]N1C(=O)CCC1=O.